This data is from Full USPTO retrosynthesis dataset with 1.9M reactions from patents (1976-2016). The task is: Predict the reactants needed to synthesize the given product. (1) Given the product [CH3:10][C:7]1([C:11]2[CH:12]=[C:13]([NH:17][S:18]([CH3:21])(=[O:20])=[O:19])[CH:14]=[CH:15][CH:16]=2)[CH:8]2[CH:6]1[CH2:5][NH:4][CH2:9]2, predict the reactants needed to synthesize it. The reactants are: C([N:4]1[CH2:9][CH:8]2[CH:6]([C:7]2([C:11]2[CH:12]=[C:13]([NH:17][S:18]([CH3:21])(=[O:20])=[O:19])[CH:14]=[CH:15][CH:16]=2)[CH3:10])[CH2:5]1)C=C. (2) Given the product [C:20]([O:19][C:18]([NH:17][C@H:14]1[CH2:15][CH2:16][N:12]([CH:3]([C:4]2[CH:9]=[CH:8][C:7]3[N:6]([C:27]([C:29]4[CH:38]=[CH:37][C:36]5[C:31](=[CH:32][C:33]([C:39]([OH:41])=[O:40])=[CH:34][CH:35]=5)[N:30]=4)=[N:11][N:10]=3)[CH:5]=2)[C:2]([F:25])([F:1])[F:26])[CH2:13]1)=[O:24])([CH3:22])([CH3:23])[CH3:21], predict the reactants needed to synthesize it. The reactants are: [F:1][C:2]([F:26])([F:25])[CH:3]([N:12]1[CH2:16][CH2:15][C@H:14]([NH:17][C:18](=[O:24])[O:19][C:20]([CH3:23])([CH3:22])[CH3:21])[CH2:13]1)[C:4]1[CH:5]=[N:6][C:7]([NH:10][NH2:11])=[CH:8][CH:9]=1.[CH:27]([C:29]1[CH:38]=[CH:37][C:36]2[C:31](=[CH:32][C:33]([C:39]([O:41]C)=[O:40])=[CH:34][CH:35]=2)[N:30]=1)=O.C(O)(=O)C.C(O)(=O)C.IC1C=CC=CC=1.C(=O)(O)[O-].[Na+].[Li+].[OH-]. (3) Given the product [CH:4]1([S:5]([C:8]2[CH:13]=[CH:12][C:11]([F:14])=[C:10]([F:15])[CH:9]=2)(=[O:7])=[O:6])[CH2:2][CH2:3]1, predict the reactants needed to synthesize it. The reactants are: Cl[CH2:2][CH2:3][CH2:4][S:5]([C:8]1[CH:13]=[CH:12][C:11]([F:14])=[C:10]([F:15])[CH:9]=1)(=[O:7])=[O:6].O.CCOC(C)=O. (4) Given the product [F:12][C:11]([F:14])([F:13])[C:10]([NH:9][C:5]1[CH:6]=[C:7]([CH3:8])[C:2]([CH:27]=[O:28])=[C:3]([CH3:16])[CH:4]=1)=[O:15], predict the reactants needed to synthesize it. The reactants are: Br[C:2]1[C:7]([CH3:8])=[CH:6][C:5]([NH:9][C:10](=[O:15])[C:11]([F:14])([F:13])[F:12])=[CH:4][C:3]=1[CH3:16].[Li+].[Br-].[Li]C(CC)C.CN([CH:27]=[O:28])C. (5) Given the product [Br:1][C:2]1[CH:7]=[CH:6][C:5]([CH2:8][CH2:9][NH2:10])=[C:4]([N+:17]([O-:19])=[O:18])[CH:3]=1, predict the reactants needed to synthesize it. The reactants are: [Br:1][C:2]1[CH:7]=[CH:6][C:5]([CH2:8][CH2:9][NH:10]C(=O)C(F)(F)F)=[C:4]([N+:17]([O-:19])=[O:18])[CH:3]=1.[OH-].[Na+]. (6) Given the product [N:49]1[S:50][N:51]=[C:52]2[C:44]([S:41]([NH:37][C:31]3[CH:32]=[C:33]([I:36])[CH:34]=[CH:35][C:30]=3[C:29]([NH:28][C@@H:18]([CH2:19][C:20]3[CH:25]=[CH:24][C:23]([Cl:26])=[C:22]([Cl:27])[CH:21]=3)[C:17]([OH:16])=[O:39])=[O:38])(=[O:42])=[O:43])=[CH:45][CH:46]=[CH:47][C:48]=12, predict the reactants needed to synthesize it. The reactants are: COC(=O)CCC1C=CC(Cl)=C(Cl)C=1.C[O:16][C:17](=[O:39])[C@@H:18]([NH:28][C:29](=[O:38])[C:30]1[CH:35]=[CH:34][C:33]([I:36])=[CH:32][C:31]=1[NH2:37])[CH2:19][C:20]1[CH:25]=[CH:24][C:23]([Cl:26])=[C:22]([Cl:27])[CH:21]=1.Cl[S:41]([C:44]1[C:52]2[C:48](=[N:49][S:50][N:51]=2)[CH:47]=[CH:46][CH:45]=1)(=[O:43])=[O:42].N1C=CC=CC=1.NCCN(CCN)CCN.